This data is from Forward reaction prediction with 1.9M reactions from USPTO patents (1976-2016). The task is: Predict the product of the given reaction. (1) Given the reactants [NH2:1][CH2:2][CH2:3][C:4]#[N:5].C(N(CC)CC)C.[Cl:13][CH2:14][C:15](Cl)=[O:16].C(OCC)C, predict the reaction product. The product is: [Cl:13][CH2:14][C:15]([NH:5][CH2:4][CH2:3][C:2]#[N:1])=[O:16]. (2) Given the reactants O1C2C=CC(O)=CC=2OC1.[O:11]1[C:15]2[CH:16]=[CH:17][C:18]([OH:20])=[CH:19][C:14]=2[CH2:13][CH2:12]1.C1(CCN2C3C(=CC=CC=3)C(=O)C2=O)CC1.[C:37]1([CH:43]([C:55]2[CH:60]=[CH:59][CH:58]=[CH:57][CH:56]=2)[N:44]2[C:52]3[C:47](=[CH:48][CH:49]=[CH:50][CH:51]=3)[C:46](=[O:53])[C:45]2=[O:54])[CH:42]=[CH:41][CH:40]=[CH:39][CH:38]=1, predict the reaction product. The product is: [C:55]1([CH:43]([C:37]2[CH:42]=[CH:41][CH:40]=[CH:39][CH:38]=2)[N:44]2[C:52]3[C:47](=[CH:48][CH:49]=[CH:50][CH:51]=3)[C:46]([OH:53])([C:17]3[C:18]([OH:20])=[CH:19][C:14]4[CH2:13][CH2:12][O:11][C:15]=4[CH:16]=3)[C:45]2=[O:54])[CH:56]=[CH:57][CH:58]=[CH:59][CH:60]=1. (3) Given the reactants [Cl:1][C:2]1[CH:3]=[C:4]2[C:10]([C:11]3[CH:12]=[N:13][CH:14]=[N:15][CH:16]=3)=[C:9](I)[NH:8][C:5]2=[N:6][CH:7]=1.[C:18]([O:22][C:23](=[O:40])[NH:24][C:25]1[CH:30]=[CH:29][C:28](B2OC(C)(C)C(C)(C)O2)=[CH:27][CH:26]=1)([CH3:21])([CH3:20])[CH3:19].C(=O)([O-])[O-].[K+].[K+].O, predict the reaction product. The product is: [C:18]([O:22][C:23](=[O:40])[NH:24][C:25]1[CH:26]=[CH:27][C:28]([C:9]2[NH:8][C:5]3=[N:6][CH:7]=[C:2]([Cl:1])[CH:3]=[C:4]3[C:10]=2[C:11]2[CH:12]=[N:13][CH:14]=[N:15][CH:16]=2)=[CH:29][CH:30]=1)([CH3:21])([CH3:19])[CH3:20]. (4) Given the reactants [Cl:1][C:2]1[CH:7]=[C:6]([I:8])[CH:5]=[CH:4][C:3]=1[OH:9].C(N(CC)CC)C.Cl[Si:18]([CH:25]([CH3:27])[CH3:26])([CH:22]([CH3:24])[CH3:23])[CH:19]([CH3:21])[CH3:20], predict the reaction product. The product is: [Cl:1][C:2]1[CH:7]=[C:6]([I:8])[CH:5]=[CH:4][C:3]=1[O:9][Si:18]([CH:25]([CH3:27])[CH3:26])([CH:22]([CH3:24])[CH3:23])[CH:19]([CH3:21])[CH3:20]. (5) Given the reactants COC(=O)[C:4]1[CH:9]=[CH:8][CH:7]=[C:6]([NH:10][C:11](=[O:38])[CH2:12][N:13]2[N:19]=[C:18]([CH:20]3[CH2:25][CH2:24][CH2:23][CH2:22][CH2:21]3)[C:17]3[CH:26]=[CH:27][CH:28]=[CH:29][C:16]=3[N:15]([CH2:30][C:31](=[O:36])[C:32]([CH3:35])([CH3:34])[CH3:33])[C:14]2=[O:37])[CH:5]=1.[C:40]([O:44][C:45](=[O:59])[N:46](CCN(C1C=CC=C(N)C=1)C)[CH3:47])([CH3:43])([CH3:42])[CH3:41], predict the reaction product. The product is: [C:40]([O:44][C:45](=[O:59])[N:46]([C:4]1[CH:9]=[CH:8][CH:7]=[C:6]([NH:10][C:11](=[O:38])[CH2:12][N:13]2[N:19]=[C:18]([CH:17]3[CH2:16][CH2:29][CH2:28][CH2:27][CH2:26]3)[C:20]3[CH:21]=[CH:22][CH:23]=[CH:24][C:25]=3[N:15]([CH2:30][C:31](=[O:36])[C:32]([CH3:34])([CH3:35])[CH3:33])[C:14]2=[O:37])[CH:5]=1)[CH3:47])([CH3:43])([CH3:42])[CH3:41]. (6) Given the reactants [F:1][C@H:2]1[C@@H:7]([O:8][C:9]2[CH:16]=[CH:15][C:14]([C:17]3[N:22]=[C:21]([NH:23][C:24]4[CH:29]=[CH:28][C:27]([N:30]5[CH2:35][CH2:34][N:33]([CH:36]6[CH2:39][O:38][CH2:37]6)[CH2:32][CH2:31]5)=[CH:26][CH:25]=4)[N:20]=[CH:19][N:18]=3)=[CH:13][C:10]=2[C:11]#[N:12])[CH2:6][CH2:5][NH:4][CH2:3]1.C([N:47]1[CH2:54][CH2:53][CH2:52][C@@H:48]1[C:49](O)=[O:50])(OC(C)(C)C)=O.CN(C(ON1N=NC2C=CC=NC1=2)=[N+](C)C)C.F[P-](F)(F)(F)(F)F, predict the reaction product. The product is: [F:1][C@H:2]1[C@@H:7]([O:8][C:9]2[CH:16]=[CH:15][C:14]([C:17]3[N:22]=[C:21]([NH:23][C:24]4[CH:29]=[CH:28][C:27]([N:30]5[CH2:31][CH2:32][N:33]([CH:36]6[CH2:39][O:38][CH2:37]6)[CH2:34][CH2:35]5)=[CH:26][CH:25]=4)[N:20]=[CH:19][N:18]=3)=[CH:13][C:10]=2[C:11]#[N:12])[CH2:6][CH2:5][N:4]([C:49]([C@H:48]2[CH2:52][CH2:53][CH2:54][NH:47]2)=[O:50])[CH2:3]1.